This data is from Full USPTO retrosynthesis dataset with 1.9M reactions from patents (1976-2016). The task is: Predict the reactants needed to synthesize the given product. (1) Given the product [CH3:20][O:21][C:22]([C:24]1([CH2:30][CH2:31][NH:8][C:7]2[C:2]([CH3:1])=[N:3][C:4]([N:9]3[CH2:13][CH2:12][C@@H:11]([N:14]4[CH2:18][CH2:17][CH2:16][C@@H:15]4[CH3:19])[CH2:10]3)=[CH:5][CH:6]=2)[CH2:25][CH2:26][O:27][CH2:28][CH2:29]1)=[O:23], predict the reactants needed to synthesize it. The reactants are: [CH3:1][C:2]1[C:7]([NH2:8])=[CH:6][CH:5]=[C:4]([N:9]2[CH2:13][CH2:12][C@@H:11]([N:14]3[CH2:18][CH2:17][CH2:16][C@@H:15]3[CH3:19])[CH2:10]2)[N:3]=1.[CH3:20][O:21][C:22]([C:24]1([CH2:30][CH:31]=O)[CH2:29][CH2:28][O:27][CH2:26][CH2:25]1)=[O:23].C(O)(=O)C.[BH-](OC(C)=O)(OC(C)=O)OC(C)=O.[Na+]. (2) Given the product [ClH:1].[Cl:20][C:21]1[CH:22]=[C:23]([CH:25]=[CH:26][C:27]=1[O:28][C:29]1[CH:34]=[CH:33][CH:32]=[CH:31][CH:30]=1)[NH:24][C:2]1[C:11]2[C:6](=[CH:7][CH:8]=[CH:9][C:10]=2[O:12][CH:13]2[CH2:18][CH2:17][N:16]([CH3:19])[CH2:15][CH2:14]2)[N:5]=[CH:4][N:3]=1, predict the reactants needed to synthesize it. The reactants are: [Cl:1][C:2]1[C:11]2[C:6](=[CH:7][CH:8]=[CH:9][C:10]=2[O:12][CH:13]2[CH2:18][CH2:17][N:16]([CH3:19])[CH2:15][CH2:14]2)[N:5]=[CH:4][N:3]=1.[Cl:20][C:21]1[CH:22]=[C:23]([CH:25]=[CH:26][C:27]=1[O:28][C:29]1[CH:34]=[CH:33][CH:32]=[CH:31][CH:30]=1)[NH2:24]. (3) The reactants are: [CH2:1]([N:8]1[C:25]([CH3:27])([CH3:26])[CH2:24][O:23][C:10]2([CH2:15][CH2:14][N:13](C(OC(C)(C)C)=O)[CH2:12][CH2:11]2)[CH2:9]1)[C:2]1[CH:7]=[CH:6][CH:5]=[CH:4][CH:3]=1.[ClH:28].O1CCOCC1. Given the product [ClH:28].[CH2:1]([N:8]1[C:25]([CH3:27])([CH3:26])[CH2:24][O:23][C:10]2([CH2:11][CH2:12][NH:13][CH2:14][CH2:15]2)[CH2:9]1)[C:2]1[CH:7]=[CH:6][CH:5]=[CH:4][CH:3]=1, predict the reactants needed to synthesize it. (4) Given the product [CH3:27][C:25]1[CH:24]=[C:23]([O:28][CH2:1][C:2]([CH3:19])([CH3:7])[C:3]([O:5][CH3:6])=[O:4])[CH:22]=[CH:21][C:26]=1[CH3:29], predict the reactants needed to synthesize it. The reactants are: [CH3:1][C:2]([CH3:19])([CH2:7]OS(C1C=CC(C)=CC=1)(=O)=O)[C:3]([O:5][CH3:6])=[O:4].C[C:21]1[CH:22]=[C:23]([OH:28])[CH:24]=[C:25]([CH3:27])[CH:26]=1.[C:29](=O)([O-])[O-].[K+].[K+].CC(N(C)C)=O. (5) Given the product [CH2:8]([O:7][C:5]([NH:4][C@H:3]([C:13]([OH:15])=[O:14])[C:2]([CH3:17])([CH3:16])[CH3:1])=[O:6])[CH2:9][CH2:10][CH2:11][C:12]#[CH:18], predict the reactants needed to synthesize it. The reactants are: [CH3:1][C:2]([CH3:17])([CH3:16])[C@@H:3]([C:13]([OH:15])=[O:14])[NH:4][C:5]([O:7][CH2:8][CH2:9][CH2:10][CH:11]=[CH2:12])=[O:6].[CH2:18](O)CCCC#C. (6) Given the product [F:1][C:2]1[CH:3]=[C:4]([C:5]2[CH:14]=[C:13]([CH3:18])[O:7][N:6]=2)[CH:8]=[CH:9][C:10]=1[O:11][CH3:12], predict the reactants needed to synthesize it. The reactants are: [F:1][C:2]1[CH:3]=[C:4]([CH:8]=[CH:9][C:10]=1[O:11][CH3:12])[CH:5]=[N:6][OH:7].[CH2:13]1[C:18](=O)N(Cl)C(=O)[CH2:14]1.C(OC(C)=C)(=O)C.CCN(CC)CC.